Dataset: Forward reaction prediction with 1.9M reactions from USPTO patents (1976-2016). Task: Predict the product of the given reaction. (1) Given the reactants [CH:1]1[CH:6]=[C:5](N2C(=O)C3C(Cl)=C(Cl)C(Cl)=C(Cl)C=3C2=O)[C:4]2[N:22]=[C:23]([CH:26]3[C:31](=[O:32])[C:30]4[C:33](Cl)=[C:34](Cl)[C:35](Cl)=[C:36](Cl)[C:29]=4[C:27]3=[O:28])[CH:24]=[CH:25][C:3]=2[CH:2]=1.S(=O)(=O)(O)O, predict the reaction product. The product is: [CH:1]1[CH:2]=[C:3]2[CH:25]=[CH:24][C:23]([CH:26]3[C:27](=[O:28])[C:29]4[C:30](=[CH:33][CH:34]=[CH:35][CH:36]=4)[C:31]3=[O:32])=[N:22][C:4]2=[CH:5][CH:6]=1. (2) The product is: [C:30]([C@@:16]1([OH:17])[C@@H:18]([CH:19]([C:21](=[O:28])[C:22]2[CH:27]=[CH:26][CH:25]=[CH:24][CH:23]=2)[OH:20])[O:29][C@@H:14]([N:13]2[CH:40]=[CH:41][C:10](=[O:45])[NH:11][C:12]2=[O:42])[C@@:15]1([F:39])[CH3:38])(=[O:37])[C:31]1[CH:36]=[CH:35][CH:34]=[CH:33][CH:32]=1. Given the reactants C(N[C:10]1[CH:41]=[CH:40][N:13]([C@@H:14]2[O:29][C@H:18]([CH:19]([C:21](=[O:28])[C:22]3[CH:27]=[CH:26][CH:25]=[CH:24][CH:23]=3)[OH:20])[C@@:16]([C:30](=[O:37])[C:31]3[CH:36]=[CH:35][CH:34]=[CH:33][CH:32]=3)([OH:17])[C@:15]2([F:39])[CH3:38])[C:12](=[O:42])[N:11]=1)(=O)C1C=CC=CC=1.CC(O)=[O:45], predict the reaction product. (3) Given the reactants [N:1]1([C:7]([OH:9])=[O:8])[CH2:6][CH2:5][NH:4][CH2:3][CH2:2]1.Cl[C:11]1[N:16]=[CH:15][C:14]([CH2:17][CH3:18])=[CH:13][N:12]=1.CCC[CH2:22][CH2:23][CH3:24].[CH3:25]COC(C)=O, predict the reaction product. The product is: [C:23]([O:8][C:7]([N:1]1[CH2:6][CH2:5][N:4]([C:11]2[N:16]=[CH:15][C:14]([CH2:17][CH3:18])=[CH:13][N:12]=2)[CH2:3][CH2:2]1)=[O:9])([CH3:22])([CH3:24])[CH3:25]. (4) Given the reactants [NH2:1][C:2]1[CH:11]=[CH:10][C:5]([C:6]([O:8][CH3:9])=[O:7])=[CH:4][C:3]=1[C:12]([O-:14])=O.[CH2:15]([N:22]=[C:23]=[S:24])[C:16]1[CH:21]=[CH:20][CH:19]=[CH:18][CH:17]=1.N1C=CC=CC=1, predict the reaction product. The product is: [CH2:15]([N:22]1[C:12](=[O:14])[C:3]2[C:2](=[CH:11][CH:10]=[C:5]([C:6]([O:8][CH3:9])=[O:7])[CH:4]=2)[NH:1][C:23]1=[S:24])[C:16]1[CH:21]=[CH:20][CH:19]=[CH:18][CH:17]=1. (5) The product is: [CH2:21]([O:20][C:17]1[CH:18]=[CH:19][C:14]([C:13]2[N:9]([CH:3]3[CH2:4][CH2:5][CH2:6][CH2:7][CH2:8]3)[N:10]=[C:11]([C:28]([O:30][CH2:31][CH3:32])=[O:29])[C:12]=2[Br:1])=[CH:15][CH:16]=1)[C:22]1[CH:27]=[CH:26][CH:25]=[CH:24][CH:23]=1. Given the reactants [Br:1]Br.[CH:3]1([N:9]2[C:13]([C:14]3[CH:19]=[CH:18][C:17]([O:20][CH2:21][C:22]4[CH:27]=[CH:26][CH:25]=[CH:24][CH:23]=4)=[CH:16][CH:15]=3)=[CH:12][C:11]([C:28]([O:30][CH2:31][CH3:32])=[O:29])=[N:10]2)[CH2:8][CH2:7][CH2:6][CH2:5][CH2:4]1, predict the reaction product. (6) Given the reactants [CH3:1][C:2]1[C:3]2[N:4]([C:18]([C:21](O)=[O:22])=[CH:19][N:20]=2)[CH:5]=[C:6]([C:8]2[CH:13]=[CH:12][C:11]([C:14]([F:17])([F:16])[F:15])=[CH:10][CH:9]=2)[CH:7]=1.[NH2:24][C:25]1[N:30]=[CH:29][C:28]([C:31]([NH:33]O)=[NH:32])=[CH:27][N:26]=1, predict the reaction product. The product is: [CH3:1][C:2]1[C:3]2[N:4]([C:18]([C:21]3[O:22][N:33]=[C:31]([C:28]4[CH:27]=[N:26][C:25]([NH2:24])=[N:30][CH:29]=4)[N:32]=3)=[CH:19][N:20]=2)[CH:5]=[C:6]([C:8]2[CH:13]=[CH:12][C:11]([C:14]([F:17])([F:16])[F:15])=[CH:10][CH:9]=2)[CH:7]=1. (7) Given the reactants F[C:2]1[CH:9]=[CH:8][C:5]([C:6]#[N:7])=[CH:4][CH:3]=1.[OH:10][C:11]1[CH:16]=[CH:15][C:14]([CH2:17][NH:18][C:19](=[O:27])[C:20]2[CH:25]=[CH:24][CH:23]=[N:22][C:21]=2[NH2:26])=[CH:13][CH:12]=1.C(=O)([O-])[O-].[Cs+].[Cs+].Cl, predict the reaction product. The product is: [C:6]([C:5]1[CH:8]=[CH:9][C:2]([O:10][C:11]2[CH:12]=[CH:13][C:14]([CH2:17][NH:18][C:19](=[O:27])[C:20]3[CH:25]=[CH:24][CH:23]=[N:22][C:21]=3[NH2:26])=[CH:15][CH:16]=2)=[CH:3][CH:4]=1)#[N:7]. (8) Given the reactants [F:1][C:2]1[CH:3]=[C:4]([NH2:28])[CH:5]=[CH:6][C:7]=1[O:8][C:9]1[CH:14]=[CH:13][N:12]=[C:11]2[CH:15]=[C:16]([C:18]#[C:19][CH2:20][N:21]3[CH2:26][CH2:25][N:24]([CH3:27])[CH2:23][CH2:22]3)[S:17][C:10]=12.[F:29][C:30]1[CH:35]=[CH:34][C:33]([N:36]2[CH2:40][CH2:39][C:38]([CH3:44])([C:41](O)=[O:42])[C:37]2=[O:45])=[CH:32][CH:31]=1, predict the reaction product. The product is: [F:1][C:2]1[CH:3]=[C:4]([NH:28][C:41]([C:38]2([CH3:44])[CH2:39][CH2:40][N:36]([C:33]3[CH:34]=[CH:35][C:30]([F:29])=[CH:31][CH:32]=3)[C:37]2=[O:45])=[O:42])[CH:5]=[CH:6][C:7]=1[O:8][C:9]1[CH:14]=[CH:13][N:12]=[C:11]2[CH:15]=[C:16]([C:18]#[C:19][CH2:20][N:21]3[CH2:22][CH2:23][N:24]([CH3:27])[CH2:25][CH2:26]3)[S:17][C:10]=12. (9) Given the reactants [N:1]1([CH2:6][CH:7]=[CH:8][C:9]2[CH:14]=[CH:13][CH:12]=[CH:11][CH:10]=2)[CH2:5][CH2:4][CH2:3][CH2:2]1.[CH:15]([CH:17](Cl)[C:18]1[CH:23]=[CH:22][CH:21]=[CH:20][CH:19]=1)=C.[CH2:25]=[CH:26][C:27]1C=CC=C[CH:28]=1.N1(CC2C=CC(C=C)=CC=2)CCCC1.[N:47]1([CH2:52][C:53]2[CH:54]=[C:55]([CH:58]=[CH:59][CH:60]=2)[CH:56]=[CH2:57])[CH2:51][CH2:50][CH2:49][CH2:48]1.CN(CCN(C)C)C.[Li]CCCC, predict the reaction product. The product is: [N:1]1([CH2:6][CH:7]=[CH:8][C:9]2[CH:10]=[CH:11][CH:12]=[CH:13][CH:14]=2)[CH2:5][CH2:4][CH2:3][CH2:2]1.[CH2:15]=[CH:17][C:18]1[CH:23]=[CH:22][CH:21]=[CH:20][CH:19]=1.[CH2:25]=[CH:26][CH:27]=[CH2:28].[N:47]1([CH2:52][CH:53]=[CH:54][C:55]2[CH:56]=[CH:57][CH:60]=[CH:59][CH:58]=2)[CH2:48][CH2:49][CH2:50][CH2:51]1. (10) Given the reactants [CH2:1]([O:4][C:5]1([CH3:38])[CH2:10][CH2:9][N:8]([C:11]2[N:16]3[N:17]=[C:18]([C:20]4[CH:25]=[CH:24][CH:23]=[C:22](Br)[CH:21]=4)[CH:19]=[C:15]3[N:14]=[C:13]([CH3:27])[C:12]=2[C@H:28]([O:33][C:34]([CH3:37])([CH3:36])[CH3:35])[C:29]([O:31][CH3:32])=[O:30])[CH2:7][CH2:6]1)[CH:2]=[CH2:3].[CH2:39]([C:43]1[CH:48]=[CH:47][CH:46]=[CH:45][C:44]=1B1OC(=O)CN(C)CC(=O)O1)[CH2:40][CH:41]=[CH2:42].C(=O)([O-])[O-].[Na+].[Na+], predict the reaction product. The product is: [CH2:1]([O:4][C:5]1([CH3:38])[CH2:10][CH2:9][N:8]([C:11]2[N:16]3[N:17]=[C:18]([C:20]4[CH:21]=[C:22]([C:44]5[CH:45]=[CH:46][CH:47]=[CH:48][C:43]=5[CH2:39][CH2:40][CH:41]=[CH2:42])[CH:23]=[CH:24][CH:25]=4)[CH:19]=[C:15]3[N:14]=[C:13]([CH3:27])[C:12]=2[C@H:28]([O:33][C:34]([CH3:37])([CH3:36])[CH3:35])[C:29]([O:31][CH3:32])=[O:30])[CH2:7][CH2:6]1)[CH:2]=[CH2:3].